From a dataset of Full USPTO retrosynthesis dataset with 1.9M reactions from patents (1976-2016). Predict the reactants needed to synthesize the given product. Given the product [Si:26]([O:1][CH2:2][C@@H:3]([NH:12][C:13]1[C:22]2[C:17](=[CH:18][CH:19]=[CH:20][CH:21]=2)[N:16]=[CH:15][C:14]=1[N+:23]([O-:25])=[O:24])[CH2:4][C:5]1[CH:10]=[CH:9][C:8]([O:11][Si:26]([C:29]([CH3:32])([CH3:31])[CH3:30])([CH3:28])[CH3:27])=[CH:7][CH:6]=1)([C:29]([CH3:32])([CH3:31])[CH3:30])([CH3:28])[CH3:27], predict the reactants needed to synthesize it. The reactants are: [OH:1][CH2:2][C@@H:3]([NH:12][C:13]1[C:22]2[C:17](=[CH:18][CH:19]=[CH:20][CH:21]=2)[N:16]=[CH:15][C:14]=1[N+:23]([O-:25])=[O:24])[CH2:4][C:5]1[CH:10]=[CH:9][C:8]([OH:11])=[CH:7][CH:6]=1.[Si:26](Cl)([C:29]([CH3:32])([CH3:31])[CH3:30])([CH3:28])[CH3:27].